Dataset: Reaction yield outcomes from USPTO patents with 853,638 reactions. Task: Predict the reaction yield, written as a fraction of the theoretical maximum amount of product (1.0 means a 100% yield; for example, 0.34 means a 34% yield). (1) The reactants are [F:1][C:2]1[C:3](I)=[C:4]([CH:8]=[CH:9][CH:10]=1)[C:5]([OH:7])=[O:6].[NH:12]1[CH:16]=[CH:15][CH:14]=[N:13]1.CN[C@@H]1CCCC[C@H]1NC.C([O-])([O-])=O.[Cs+].[Cs+]. The catalyst is O.[Cu]I.O1CCOCC1. The product is [F:1][C:2]1[C:3]([N:12]2[CH:16]=[CH:15][CH:14]=[N:13]2)=[C:4]([CH:8]=[CH:9][CH:10]=1)[C:5]([OH:7])=[O:6]. The yield is 0.720. (2) The yield is 0.820. The catalyst is C1COCC1.CCOCC. The product is [C:1]([O:5][C:6](=[O:7])[NH:8][CH:9]([CH2:13][C:14]1[CH:19]=[CH:18][C:17]([N+:20]([O-:22])=[O:21])=[CH:16][CH:15]=1)[C:10](=[O:12])[CH:40]=[N+:38]=[N-:39])([CH3:2])([CH3:3])[CH3:4]. The reactants are [C:1]([O:5][C:6]([NH:8][C@@H:9]([CH2:13][C:14]1[CH:19]=[CH:18][C:17]([N+:20]([O-:22])=[O:21])=[CH:16][CH:15]=1)[C:10]([OH:12])=O)=[O:7])([CH3:4])([CH3:3])[CH3:2].C(N(CC)CC)C.ClC(OCC(C)C)=O.[N+:38](=[CH2:40])=[N-:39]. (3) The reactants are Br[C:2]1[C:3]([C:16]2[CH:21]=[CH:20][CH:19]=[CH:18][CH:17]=2)=[N:4][C:5]2[C:10]([N:11]=1)=[CH:9][C:8]([C:12]([O:14][CH3:15])=[O:13])=[CH:7][CH:6]=2.Cl.[Cl:23][C:24]1[CH:25]=[C:26]([CH:30]2[CH2:35][CH2:34][NH:33][CH2:32][CH2:31]2)[CH:27]=[CH:28][CH:29]=1.CCN(C(C)C)C(C)C. The catalyst is CN(C=O)C. The product is [Cl:23][C:24]1[CH:25]=[C:26]([CH:30]2[CH2:35][CH2:34][N:33]([C:2]3[C:3]([C:16]4[CH:21]=[CH:20][CH:19]=[CH:18][CH:17]=4)=[N:4][C:5]4[C:10]([N:11]=3)=[CH:9][C:8]([C:12]([O:14][CH3:15])=[O:13])=[CH:7][CH:6]=4)[CH2:32][CH2:31]2)[CH:27]=[CH:28][CH:29]=1. The yield is 0.640. (4) The reactants are Br[C:2]1[CH:7]=[CH:6][C:5]([Cl:8])=[C:4]([C:9]([F:12])([F:11])[F:10])[CH:3]=1.[NH2:13][C:14]1[C:19]([CH3:20])=[CH:18][N:17]=[C:16]([Cl:21])[N:15]=1.C(=O)([O-])[O-].[Cs+].[Cs+]. The catalyst is O1CCOCC1.C1C=CC(/C=C/C(/C=C/C2C=CC=CC=2)=O)=CC=1.C1C=CC(/C=C/C(/C=C/C2C=CC=CC=2)=O)=CC=1.C1C=CC(/C=C/C(/C=C/C2C=CC=CC=2)=O)=CC=1.[Pd].[Pd].CC1(C)C2C(=C(P(C3C=CC=CC=3)C3C=CC=CC=3)C=CC=2)OC2C(P(C3C=CC=CC=3)C3C=CC=CC=3)=CC=CC1=2. The product is [Cl:21][C:16]1[N:15]=[C:14]([NH:13][C:2]2[CH:7]=[CH:6][C:5]([Cl:8])=[C:4]([C:9]([F:12])([F:11])[F:10])[CH:3]=2)[C:19]([CH3:20])=[CH:18][N:17]=1. The yield is 0.620. (5) The reactants are [C:1]([O:5][C:6](=[O:24])[NH:7][CH:8]([CH2:17][C:18]1[CH:23]=[CH:22][CH:21]=[CH:20][CH:19]=1)[CH:9]([OH:16])[CH2:10][NH:11][CH2:12][CH:13]([CH3:15])[CH3:14])([CH3:4])([CH3:3])[CH3:2].CCN(CC)CC.[C:32](Cl)([O:34][CH2:35][CH:36]1[C:48]2[C:43](=[CH:44][CH:45]=[CH:46][CH:47]=2)[C:42]2[C:37]1=[CH:38][CH:39]=[CH:40][CH:41]=2)=[O:33].[CH2:50]1[CH2:54]OC[CH2:51]1. No catalyst specified. The product is [CH2:12]([N:11]([CH2:10][C@@H:9]([OH:16])[C@@H:8]([NH:7][C:6]([O:5][C:1]([CH3:3])([CH3:4])[CH3:2])=[O:24])[CH2:17][C:18]1[CH:19]=[CH:20][CH:21]=[CH:22][CH:23]=1)[C:32](=[O:33])[O:34][CH2:35][C:36]1[C:41]2[CH2:42][C:43]3[C:44](=[CH:45][CH:46]=[CH:47][CH:48]=3)[C:40]=2[CH:39]=[CH:38][CH:37]=1)[C:13]1[CH:14]=[CH:54][CH:50]=[CH:51][CH:15]=1. The yield is 0.960. (6) The catalyst is Cl. The reactants are [Br:1][C:2]1[CH:10]=[CH:9][C:5]([C:6]([OH:8])=[O:7])=[C:4]([CH3:11])[CH:3]=1.[CH3:12]O. The yield is 1.00. The product is [CH3:12][O:7][C:6](=[O:8])[C:5]1[CH:9]=[CH:10][C:2]([Br:1])=[CH:3][C:4]=1[CH3:11]. (7) The reactants are [NH2:1][C:2]1[C:7]([O:8][CH2:9][C:10]2([C:13]3[CH:18]=[CH:17][CH:16]=[CH:15][CH:14]=3)[CH2:12][CH2:11]2)=[CH:6][CH:5]=[CH:4][N:3]=1.Br[CH2:20][C:21](=O)[C:22]([F:25])([F:24])[F:23]. The catalyst is CO.ClCCl. The product is [C:13]1([C:10]2([CH2:9][O:8][C:7]3[C:2]4[N:3]([CH:20]=[C:21]([C:22]([F:25])([F:24])[F:23])[N:1]=4)[CH:4]=[CH:5][CH:6]=3)[CH2:12][CH2:11]2)[CH:14]=[CH:15][CH:16]=[CH:17][CH:18]=1. The yield is 0.990. (8) The reactants are [NH2:1][C:2]1[CH:7]=[CH:6][CH:5]=[CH:4][C:3]=1[OH:8].C(OCC)(=O)C.[N:15]#[C:16]Br.[OH-].[Na+]. The catalyst is O. The product is [NH2:15][C:16]1[O:8][C:3]2[CH:4]=[CH:5][CH:6]=[CH:7][C:2]=2[N:1]=1. The yield is 0.880.